Dataset: Experimentally validated miRNA-target interactions with 360,000+ pairs, plus equal number of negative samples. Task: Binary Classification. Given a miRNA mature sequence and a target amino acid sequence, predict their likelihood of interaction. (1) The miRNA is mmu-miR-432 with sequence UCUUGGAGUAGAUCAGUGGGCAG. The protein sequence of the target gene is MVHAEAFSRPLSRNEVVGLIFRLTIFGAVTYFTIKWMVDAIDPTRKQKVEAQKQAEKLMKQIGVKNVKLSEYEMSIAAHLVDPLNMHVTWSDIAGLDDVITDLKDTVILPIKKKHLFENSRLLQPPKGVLLYGPPGCGKTLIAKATAKEAGCRFINLQPSTLTDKWYGESQKLAAAVFSLAIKLQPSIIFIDEIDSFLRNRSSSDHEATAMMKAQFMSLWDGLDTDHSCQVIVMGATNRPQDLDSAIMRRMPTRFHINQPALKQREAILKLILKNENVDRHVDLLEVAQETDGFSGSDLK.... Result: 0 (no interaction). (2) The miRNA is mmu-miR-330-5p with sequence UCUCUGGGCCUGUGUCUUAGGC. The protein sequence of the target gene is MHHQWLLLAACFWVIFMFMVASKFITLTFKDPDVYSAKQEFLFLTTMPEVRKLPEEKHIPEELKPTGKELPDSQLVQPLVYMERLELIRNVCRDDALKNLSHTPVSKFVLDRIFVCDKHKILFCQTPKVGNTQWKKVLIVLNGAFSSIEEIPENVVHDHEKNGLPRLSSFSDAEIQKRLKTYFKFFIVRDPFERLISAFKDKFVHNPRFEPWYRHEIAPGIIRKYRRNRTETRGIQFEDFVRYLGDPNHRWLDLQFGDHIIHWVTYVELCAPCEIMYSVIGHHETLEDDAPYILKEAGID.... Result: 0 (no interaction).